This data is from Full USPTO retrosynthesis dataset with 1.9M reactions from patents (1976-2016). The task is: Predict the reactants needed to synthesize the given product. (1) Given the product [OH:12][C:13]1[C:6]2[C:7](=[C:2]([CH3:1])[N:3]=[C:4]([CH3:9])[CH:5]=2)[N:8]=[CH:20][C:14]=1[C:15]([O:17][CH2:18][CH3:19])=[O:16], predict the reactants needed to synthesize it. The reactants are: [CH3:1][C:2]1[C:7]([NH2:8])=[CH:6][CH:5]=[C:4]([CH3:9])[N:3]=1.C([O:12][CH:13]=[C:14]([C:20](OCC)=O)[C:15]([O:17][CH2:18][CH3:19])=[O:16])C. (2) Given the product [Cl:20][C:14]1[CH:13]=[C:12]([CH3:17])[N:11]=[C:10](/[CH:9]=[CH:8]/[C:4]2[CH:5]=[CH:6][CH:7]=[C:2]([Cl:1])[CH:3]=2)[N:15]=1, predict the reactants needed to synthesize it. The reactants are: [Cl:1][C:2]1[CH:3]=[C:4](/[CH:8]=[CH:9]/[C:10]2[N:15]=[C:14](O)[CH:13]=[C:12]([CH3:17])[N:11]=2)[CH:5]=[CH:6][CH:7]=1.O=P(Cl)(Cl)[Cl:20]. (3) Given the product [CH:26]1([NH:32][C:8]2[CH:7]=[CH:6][C:5]3[C:10](=[CH:11][CH:12]=[CH:13][C:4]=3[NH:1][S:22]([C:19]3[CH:20]=[CH:21][C:16]([F:15])=[CH:17][CH:18]=3)(=[O:24])=[O:23])[N:9]=2)[CH2:31][CH2:30][CH2:29][CH2:28][CH2:27]1, predict the reactants needed to synthesize it. The reactants are: [N+:1]([C:4]1[CH:13]=[CH:12][CH:11]=[C:10]2[C:5]=1[CH:6]=[CH:7][C:8](Cl)=[N:9]2)([O-])=O.[F:15][C:16]1[CH:21]=[CH:20][C:19]([S:22](Cl)(=[O:24])=[O:23])=[CH:18][CH:17]=1.[CH:26]1([NH2:32])[CH2:31][CH2:30][CH2:29][CH2:28][CH2:27]1. (4) Given the product [NH2:34][C@H:31]1[CH2:32][CH2:33][C@H:28]([NH:35][C:2]2[CH:3]=[CH:4][C:5]3[N:6]([C:8]([C:11]([NH:13][C:14]4[CH:19]=[CH:18][CH:17]=[C:16]([C:20]5[N:24]=[C:23]([CH:25]([CH3:27])[CH3:26])[O:22][N:21]=5)[CH:15]=4)=[O:12])=[CH:9][N:10]=3)[N:7]=2)[CH2:29][CH2:30]1, predict the reactants needed to synthesize it. The reactants are: Cl[C:2]1[CH:3]=[CH:4][C:5]2[N:6]([C:8]([C:11]([NH:13][C:14]3[CH:19]=[CH:18][CH:17]=[C:16]([C:20]4[N:24]=[C:23]([CH:25]([CH3:27])[CH3:26])[O:22][N:21]=4)[CH:15]=3)=[O:12])=[CH:9][N:10]=2)[N:7]=1.[CH:28]1([NH2:35])[CH2:33][CH2:32][CH:31]([NH2:34])[CH2:30][CH2:29]1. (5) Given the product [O:21]1[CH:22]=[CH:23][C:19]([CH2:18][O:17][C:14]2[CH:15]=[CH:16][N:11]([CH2:10][CH2:9][C:6]3[CH:7]=[CH:8][C:3]([CH2:2][N:25]4[CH2:29][CH2:28][CH2:27][CH2:26]4)=[CH:4][CH:5]=3)[C:12](=[O:24])[CH:13]=2)=[CH:20]1, predict the reactants needed to synthesize it. The reactants are: Br[CH2:2][C:3]1[CH:8]=[CH:7][C:6]([CH2:9][CH2:10][N:11]2[CH:16]=[CH:15][C:14]([O:17][CH2:18][C:19]3[CH:23]=[CH:22][O:21][CH:20]=3)=[CH:13][C:12]2=[O:24])=[CH:5][CH:4]=1.[NH:25]1[CH2:29][CH2:28][CH2:27][CH2:26]1. (6) Given the product [CH3:16][N:17]([CH:19]=[C:11]1[C:10](=[O:13])[CH2:9][N:8]([C:6]([O:1][C:2]([CH3:5])([CH3:3])[CH3:4])=[O:7])[CH2:12]1)[CH3:18], predict the reactants needed to synthesize it. The reactants are: [O:1]([C:6]([N:8]1[CH2:12][CH2:11][C:10](=[O:13])[CH2:9]1)=[O:7])[C:2]([CH3:5])([CH3:4])[CH3:3].CO[CH:16](OC)[N:17]([CH3:19])[CH3:18].